Task: Predict the product of the given reaction.. Dataset: Forward reaction prediction with 1.9M reactions from USPTO patents (1976-2016) (1) Given the reactants [C:1](O)(C(F)(F)F)=[O:2].[Br:8][C:9]1[CH:42]=[CH:41][C:12]([NH:13][C:14]2[C:23]3[C:18](=[CH:19][C:20]([O:24][CH2:25][CH:26]4[CH2:31][CH2:30][N:29](C(OC(C)(C)C)=O)[CH2:28][CH2:27]4)=[CH:21][CH:22]=3)[N:17]=[C:16](OC)[N:15]=2)=[C:11]([F:43])[CH:10]=1, predict the reaction product. The product is: [Br:8][C:9]1[CH:42]=[CH:41][C:12]([NH:13][C:14]2[C:23]3[C:18](=[CH:19][C:20]([O:24][CH2:25][CH:26]4[CH2:31][CH2:30][NH:29][CH2:28][CH2:27]4)=[C:21]([O:2][CH3:1])[CH:22]=3)[N:17]=[CH:16][N:15]=2)=[C:11]([F:43])[CH:10]=1. (2) Given the reactants [CH2:1]=O.[NH:3]1[CH2:8][CH2:7][O:6][CH2:5][CH2:4]1.[C:9]1([C:15]2[CH:16]=[CH:17][C:18]3[N:19]([CH:21]=[C:22]([C:24]4[CH:29]=[CH:28][C:27]([C:30]([F:33])([F:32])[F:31])=[CH:26][CH:25]=4)[N:23]=3)[CH:20]=2)[CH:14]=[CH:13][CH:12]=[CH:11][CH:10]=1, predict the reaction product. The product is: [C:9]1([C:15]2[CH:16]=[CH:17][C:18]3[N:19]([C:21]([CH2:1][N:3]4[CH2:8][CH2:7][O:6][CH2:5][CH2:4]4)=[C:22]([C:24]4[CH:29]=[CH:28][C:27]([C:30]([F:33])([F:32])[F:31])=[CH:26][CH:25]=4)[N:23]=3)[CH:20]=2)[CH:14]=[CH:13][CH:12]=[CH:11][CH:10]=1. (3) Given the reactants [Cl:1][C:2]1[CH:10]=[C:9]([S:11]([CH3:14])(=[O:13])=[O:12])[CH:8]=[CH:7][C:3]=1[C:4]([OH:6])=O.[C:15]1([C:21]2[N:22]=[C:23]([NH2:26])[O:24][CH:25]=2)[CH:20]=[CH:19][CH:18]=[CH:17][CH:16]=1.C(N(CC)CC)C.C(P1(=O)OP(=O)(CCC)OP(=O)(CCC)O1)CC, predict the reaction product. The product is: [Cl:1][C:2]1[CH:10]=[C:9]([S:11]([CH3:14])(=[O:13])=[O:12])[CH:8]=[CH:7][C:3]=1[C:4]([NH:26][C:23]1[O:24][CH:25]=[C:21]([C:15]2[CH:20]=[CH:19][CH:18]=[CH:17][CH:16]=2)[N:22]=1)=[O:6].